Predict the product of the given reaction. From a dataset of Forward reaction prediction with 1.9M reactions from USPTO patents (1976-2016). (1) The product is: [C:1]([O:5][C:6](=[O:16])[N:7]([C@H:9]1[CH2:10][CH2:11][C@H:12]([O:15][CH2:22][CH2:21][CH2:20][CH2:19][CH2:18][Br:17])[CH2:13][CH2:14]1)[CH3:8])([CH3:4])([CH3:2])[CH3:3]. Given the reactants [C:1]([O:5][C:6](=[O:16])[N:7]([C@H:9]1[CH2:14][CH2:13][C@H:12]([OH:15])[CH2:11][CH2:10]1)[CH3:8])([CH3:4])([CH3:3])[CH3:2].[Br:17][CH2:18][CH2:19][CH2:20][CH2:21][CH2:22]Br, predict the reaction product. (2) Given the reactants [CH3:1][C:2]1[CH:6]=[C:5]([OH:7])[NH:4][N:3]=1.Br[CH2:9][CH2:10][N:11]1[C:15](=[O:16])[C:14]2=[CH:17][CH:18]=[CH:19][CH:20]=[C:13]2[C:12]1=[O:21], predict the reaction product. The product is: [OH:7][C:5]1[N:4]([CH2:9][CH2:10][N:11]2[C:12](=[O:21])[C:13]3[C:14](=[CH:17][CH:18]=[CH:19][CH:20]=3)[C:15]2=[O:16])[N:3]=[C:2]([CH3:1])[CH:6]=1.